This data is from Full USPTO retrosynthesis dataset with 1.9M reactions from patents (1976-2016). The task is: Predict the reactants needed to synthesize the given product. (1) Given the product [C:1]([OH:7])(=[O:6])[CH2:2][C:3]([OH:5])=[O:4].[Cl:8][C:9]1[CH:10]=[C:11]([CH:15]([NH:18][C:19]([C:21]2[NH:22][CH:23]=[C:24]([C:26]3[C:31]([Cl:32])=[CH:30][N:29]=[C:28]([NH:33][CH:34]([CH3:36])[CH3:35])[CH:27]=3)[CH:25]=2)=[O:20])[CH2:16][OH:17])[CH:12]=[CH:13][CH:14]=1, predict the reactants needed to synthesize it. The reactants are: [C:1]([OH:7])(=[O:6])[CH2:2][C:3]([OH:5])=[O:4].[Cl:8][C:9]1[CH:10]=[C:11]([CH:15]([NH:18][C:19]([C:21]2[NH:22][CH:23]=[C:24]([C:26]3[C:31]([Cl:32])=[CH:30][N:29]=[C:28]([NH:33][CH:34]([CH3:36])[CH3:35])[CH:27]=3)[CH:25]=2)=[O:20])[CH2:16][OH:17])[CH:12]=[CH:13][CH:14]=1. (2) Given the product [CH3:14][O:15][C:16]1[CH:23]=[CH:22][C:19]([CH2:20][N:3]2[C:12]3[C:7](=[CH:8][CH:9]=[CH:10][CH:11]=3)[CH2:6][CH2:5][C:4]2=[O:13])=[CH:18][CH:17]=1, predict the reactants needed to synthesize it. The reactants are: [H-].[Na+].[NH:3]1[C:12]2[C:7](=[CH:8][CH:9]=[CH:10][CH:11]=2)[CH2:6][CH2:5][C:4]1=[O:13].[CH3:14][O:15][C:16]1[CH:23]=[CH:22][C:19]([CH2:20]Cl)=[CH:18][CH:17]=1. (3) Given the product [CH3:1][C:2]1[C:3]([CH2:44][CH2:45][C:46]([OH:48])=[O:47])=[C:4]([CH3:43])[C:5]2[C:13]3[C:8](=[CH:9][CH:10]=[CH:11][CH:12]=3)[N:7]([CH2:14][C:15]3[CH:20]=[CH:19][C:18]([C@H:21]([CH:36]4[CH2:41][CH2:40][O:39][CH2:38][CH2:37]4)[C:22](=[O:35])[N:23]4[CH2:28][CH2:27][N:26]([C:29]5[CH:34]=[CH:33][CH:32]=[CH:31][N:30]=5)[CH2:25][CH2:24]4)=[CH:17][CH:16]=3)[C:6]=2[N:42]=1, predict the reactants needed to synthesize it. The reactants are: [CH3:1][C:2]1[C:3]([CH2:44][CH2:45][C:46]([O:48]CC)=[O:47])=[C:4]([CH3:43])[C:5]2[C:13]3[C:8](=[CH:9][CH:10]=[CH:11][CH:12]=3)[N:7]([CH2:14][C:15]3[CH:20]=[CH:19][C:18]([C@H:21]([CH:36]4[CH2:41][CH2:40][O:39][CH2:38][CH2:37]4)[C:22](=[O:35])[N:23]4[CH2:28][CH2:27][N:26]([C:29]5[CH:34]=[CH:33][CH:32]=[CH:31][N:30]=5)[CH2:25][CH2:24]4)=[CH:17][CH:16]=3)[C:6]=2[N:42]=1.CO.C(=O)([O-])[O-].[K+].[K+].Cl. (4) Given the product [F:41][C:42]1[CH:47]=[CH:46][C:45]([CH3:48])=[CH:44][C:43]=1[NH:49][C:50]([NH:33][C:34]1[CH:39]=[CH:38][C:37]([O:40][C:2]2[CH:7]=[CH:6][N:5]=[C:4]3[CH:8]=[C:9]([C:11]([O:13][CH3:14])=[O:12])[S:10][C:3]=23)=[CH:36][CH:35]=1)=[O:51], predict the reactants needed to synthesize it. The reactants are: Br[C:2]1[CH:7]=[CH:6][N:5]=[C:4]2[CH:8]=[C:9]([C:11]([O:13][CH3:14])=[O:12])[S:10][C:3]=12.CCOC(C1C(=O)CCCC1)=O.C(=O)([O-])[O-].[Cs+].[Cs+].[NH2:33][C:34]1[CH:39]=[CH:38][C:37]([OH:40])=[CH:36][CH:35]=1.[F:41][C:42]1[CH:47]=[CH:46][C:45]([CH3:48])=[CH:44][C:43]=1[N:49]=[C:50]=[O:51].